From a dataset of Catalyst prediction with 721,799 reactions and 888 catalyst types from USPTO. Predict which catalyst facilitates the given reaction. (1) Reactant: Br[C:2]1([F:12])[CH2:10][CH2:9][C:5]2[S:6][CH:7]=[CH:8][C:4]=2[C:3]1=[O:11].C(=O)([O-])[O-].[Li+].[Li+].[Br-].[Li+].Cl. Product: [F:12][C:2]1[CH:10]=[CH:9][C:5]2[S:6][CH:7]=[CH:8][C:4]=2[C:3]=1[OH:11]. The catalyst class is: 9. (2) Reactant: [N:1]([CH2:4][CH2:5][CH2:6][CH2:7][CH2:8][NH2:9])=[N+:2]=[N-:3].[CH3:10][C:11]1[C:16]2[O:17][C@@:18]([CH2:22][CH2:23][CH2:24][CH:25]([CH2:27][CH2:28][CH2:29][CH:30]([CH2:32]C(C)C)[CH3:31])[CH3:26])([CH3:21])[CH2:19][CH2:20][C:15]=2[C:14]([CH3:36])=[C:13]([O:37][C:38]([CH2:40][CH2:41][C:42](O)=[O:43])=[O:39])[C:12]=1[CH3:45].CCN([CH:52]([CH3:54])[CH3:53])C(C)C.CN(C(ON1N=N[C:65]2C=CC=C[C:64]1=2)=[N+](C)C)C.F[P-](F)(F)(F)(F)F. Product: [N:1]([CH2:4][CH2:5][CH2:6][CH2:7][CH2:8][NH:9][C:42](=[O:43])[CH2:41][CH2:40][C:38]([O:37][C:13]1[C:14]([CH3:36])=[C:15]2[C:16](=[C:11]([CH3:10])[C:12]=1[CH3:45])[O:17][C@:18]([CH3:21])([CH2:22][CH2:23][CH2:24][C@H:25]([CH3:26])[CH2:27][CH2:28][CH2:29][C@H:30]([CH3:31])[CH2:32][CH2:64][CH2:65][CH:52]([CH3:53])[CH3:54])[CH2:19][CH2:20]2)=[O:39])=[N+:2]=[N-:3]. The catalyst class is: 1. (3) Reactant: [NH2:1][C:2]1[CH:7]=[C:6]([C:8]#[N:9])[CH:5]=[C:4]([C:10]([F:13])([F:12])[F:11])[C:3]=1[N:14]([CH2:20][C:21]1[CH:26]=[CH:25][CH:24]=[CH:23][C:22]=1[Cl:27])[C:15](=O)[O:16]CC.[H-].[Na+].Cl. Product: [Cl:27][C:22]1[CH:23]=[CH:24][CH:25]=[CH:26][C:21]=1[CH2:20][N:14]1[C:3]2[C:4]([C:10]([F:12])([F:11])[F:13])=[CH:5][C:6]([C:8]#[N:9])=[CH:7][C:2]=2[NH:1][C:15]1=[O:16]. The catalyst class is: 8. (4) Reactant: [C:1](Cl)(=[O:6])[CH2:2][CH2:3][CH:4]=[CH2:5].[Br:8][CH2:9][CH2:10][OH:11].C(N(CC)CC)C. Product: [C:1]([O:11][CH2:10][CH2:9][Br:8])(=[O:6])[CH2:2][CH2:3][CH:4]=[CH2:5]. The catalyst class is: 2.